This data is from Reaction yield outcomes from USPTO patents with 853,638 reactions. The task is: Predict the reaction yield, written as a fraction of the theoretical maximum amount of product (1.0 means a 100% yield; for example, 0.34 means a 34% yield). The reactants are [H-].[Na+].[CH2:3]([OH:10])[C:4]1[CH:9]=[CH:8][CH:7]=[CH:6][CH:5]=1.[C:11]([O:15][C:16]([N:18]1[CH2:23][CH2:22][CH2:21][C@H:20]([CH2:24][O:25][C:26]2[C:27](Br)=[N:28][CH:29]=[CH:30][CH:31]=2)[CH2:19]1)=[O:17])([CH3:14])([CH3:13])[CH3:12]. The catalyst is COCCOC.C1C=CC=CC=1.FC(F)(F)S([O-])(=O)=O.[Cu+]. The product is [CH2:3]([O:10][C:27]1[C:26]([O:25][CH2:24][C@H:20]2[CH2:21][CH2:22][CH2:23][N:18]([C:16]([O:15][C:11]([CH3:14])([CH3:13])[CH3:12])=[O:17])[CH2:19]2)=[CH:31][CH:30]=[CH:29][N:28]=1)[C:4]1[CH:9]=[CH:8][CH:7]=[CH:6][CH:5]=1. The yield is 0.680.